Dataset: Reaction yield outcomes from USPTO patents with 853,638 reactions. Task: Predict the reaction yield, written as a fraction of the theoretical maximum amount of product (1.0 means a 100% yield; for example, 0.34 means a 34% yield). (1) The reactants are [CH2:1]([O:3][C:4](=[O:28])[C:5]([CH2:7][N:8]1[C:14](=[O:15])[CH2:13][CH2:12][N:11]([C:16](=[O:27])/[CH:17]=[CH:18]/[C:19]2[CH:24]=[CH:23][C:22]([Cl:25])=[C:21]([Cl:26])[CH:20]=2)[CH2:10][CH2:9]1)=[CH2:6])[CH3:2].[NH:29]1[CH2:34][CH2:33][CH2:32][CH2:31][CH2:30]1.C(=O)([O-])[O-].[Cs+].[Cs+]. The catalyst is C(#N)C. The product is [CH2:1]([O:3][C:4](=[O:28])[CH:5]([CH2:6][N:29]1[CH2:34][CH2:33][CH2:32][CH2:31][CH2:30]1)[CH2:7][N:8]1[C:14](=[O:15])[CH2:13][CH2:12][N:11]([C:16](=[O:27])/[CH:17]=[CH:18]/[C:19]2[CH:24]=[CH:23][C:22]([Cl:25])=[C:21]([Cl:26])[CH:20]=2)[CH2:10][CH2:9]1)[CH3:2]. The yield is 0.440. (2) The reactants are [CH2:1]([C:9]1[CH:14]=[CH:13][C:12]([NH2:15])=[CH:11][CH:10]=1)[C:2]1[CH:7]=[CH:6][C:5]([NH2:8])=[CH:4][CH:3]=1.[CH3:16][C:17]([CH3:19])=O.[C:20]1(C)[CH:25]=CC=C[CH:21]=1. The catalyst is [Pt]. The product is [CH:17]([NH:15][C:12]1[CH:13]=[CH:14][C:9]([CH2:1][C:2]2[CH:3]=[CH:4][C:5]([NH:8][CH:20]([CH3:25])[CH3:21])=[CH:6][CH:7]=2)=[CH:10][CH:11]=1)([CH3:19])[CH3:16]. The yield is 0.970. (3) The reactants are [Cl:1][C:2]1[CH:3]=[C:4]([CH:12]=[CH:13][N:14]=1)[C:5]([NH:7][NH:8][C:9]([NH2:11])=[S:10])=O.N. No catalyst specified. The product is [Cl:1][C:2]1[CH:3]=[C:4]([C:5]2[S:10][C:9]([NH2:11])=[N:8][N:7]=2)[CH:12]=[CH:13][N:14]=1. The yield is 0.930. (4) The reactants are [CH2:1]([C@H:8]1[CH2:12][O:11][C:10](=[O:13])[N:9]1[C:14](=[O:26])[CH2:15][CH2:16][CH2:17][O:18]CC1C=CC=CC=1)[C:2]1[CH:7]=[CH:6][CH:5]=[CH:4][CH:3]=1.N1C=CN=C1.[Si:32](Cl)([C:35]([CH3:38])([CH3:37])[CH3:36])([CH3:34])[CH3:33]. The catalyst is CCO.C1COCC1.[OH-].[OH-].[Pd+2]. The product is [Si:32]([O:18][CH2:17][CH2:16][CH2:15][C:14]([N:9]1[C@@H:8]([CH2:1][C:2]2[CH:3]=[CH:4][CH:5]=[CH:6][CH:7]=2)[CH2:12][O:11][C:10]1=[O:13])=[O:26])([C:35]([CH3:38])([CH3:37])[CH3:36])([CH3:34])[CH3:33]. The yield is 0.980. (5) The reactants are Br[C:2]1[CH:9]=[C:8]([F:10])[C:5]([CH:6]=[O:7])=[C:4]([F:11])[CH:3]=1.[CH3:12][C:13]1([CH3:22])[C:17]([CH3:19])([CH3:18])[O:16][B:15]([CH:20]=[CH2:21])[O:14]1. No catalyst specified. The product is [F:10][C:8]1[CH:9]=[C:2](/[CH:21]=[CH:20]/[B:15]2[O:16][C:17]([CH3:19])([CH3:18])[C:13]([CH3:22])([CH3:12])[O:14]2)[CH:3]=[C:4]([F:11])[C:5]=1[CH:6]=[O:7]. The yield is 0.760. (6) The reactants are [F:1][C:2]([F:25])([F:24])[C:3]([C:9]1[CH:14]=[CH:13][C:12](/[CH:15]=[C:16](\[F:23])/[C:17]2[CH:21]=[C:20]([CH3:22])[NH:19][N:18]=2)=[CH:11][CH:10]=1)([OH:8])[C:4]([F:7])([F:6])[F:5].[Cl:26][C:27]1[CH:32]=[CH:31][C:30]([CH2:33]Cl)=[CH:29][N:28]=1. No catalyst specified. The product is [Cl:26][C:27]1[N:28]=[CH:29][C:30]([CH2:33][N:19]2[C:20]([CH3:22])=[CH:21][C:17](/[C:16](/[F:23])=[CH:15]/[C:12]3[CH:11]=[CH:10][C:9]([C:3]([OH:8])([C:4]([F:7])([F:6])[F:5])[C:2]([F:24])([F:1])[F:25])=[CH:14][CH:13]=3)=[N:18]2)=[CH:31][CH:32]=1. The yield is 0.520.